From a dataset of Reaction yield outcomes from USPTO patents with 853,638 reactions. Predict the reaction yield, written as a fraction of the theoretical maximum amount of product (1.0 means a 100% yield; for example, 0.34 means a 34% yield). (1) The reactants are [NH2:1][S:2]([NH:5][C:6](=[O:32])[CH2:7][CH2:8][C:9]1[CH:14]=[CH:13][C:12]([O:15][CH2:16][CH2:17][O:18][CH3:19])=[CH:11][C:10]=1[O:20][C:21]1[C:26]([Cl:27])=[CH:25][C:24]([C:28]([F:31])([F:30])[F:29])=[CH:23][N:22]=1)(=[O:4])=[O:3].[C:33]1(P([C:33]2[CH:38]=CC=[CH:35][CH:34]=2)[C:33]2[CH:38]=CC=[CH:35][CH:34]=2)[CH:38]=CC=[CH:35][CH:34]=1.C(O)CCC.N(C(OCC)=O)=NC(OCC)=O. The catalyst is O1CCCC1.C1(C)C=CC=CC=1. The product is [NH2:1][S:2]([N:5]([CH2:38][CH2:33][CH2:34][CH3:35])[C:6](=[O:32])[CH2:7][CH2:8][C:9]1[CH:14]=[CH:13][C:12]([O:15][CH2:16][CH2:17][O:18][CH3:19])=[CH:11][C:10]=1[O:20][C:21]1[C:26]([Cl:27])=[CH:25][C:24]([C:28]([F:30])([F:29])[F:31])=[CH:23][N:22]=1)(=[O:4])=[O:3]. The yield is 0.130. (2) The reactants are [CH:1]1([NH:6][C:7]2[N:12]3[N:13]=[C:14]([C:28]4[CH:33]=[CH:32][CH:31]=[C:30]([N:34]=C(C5C=CC=CC=5)C5C=CC=CC=5)[CH:29]=4)[C:15]([C:16]4[CH:21]=[CH:20][N:19]=[C:18]([NH:22][CH:23]5[CH2:27][CH2:26][CH2:25][CH2:24]5)[N:17]=4)=[C:11]3[CH:10]=[CH:9][CH:8]=2)[CH2:5][CH2:4][CH2:3][CH2:2]1.Cl.C(=O)(O)[O-]. The catalyst is O1CCCC1.CCOCC. The product is [NH2:34][C:30]1[CH:29]=[C:28]([C:14]2[C:15]([C:16]3[CH:21]=[CH:20][N:19]=[C:18]([NH:22][CH:23]4[CH2:24][CH2:25][CH2:26][CH2:27]4)[N:17]=3)=[C:11]3[CH:10]=[CH:9][CH:8]=[C:7]([NH:6][CH:1]4[CH2:5][CH2:4][CH2:3][CH2:2]4)[N:12]3[N:13]=2)[CH:33]=[CH:32][CH:31]=1. The yield is 0.930. (3) The reactants are C1(C)C=CC(S(O[CH:11]2[CH2:16][CH2:15][N:14]([C:17]3[CH:22]=[CH:21][C:20]([N:23]4[CH2:27][C@H:26]([CH2:28][NH:29][C:30](=[O:32])[CH3:31])[O:25][C:24]4=[O:33])=[CH:19][C:18]=3[F:34])[CH2:13][CH2:12]2)(=O)=O)=CC=1.[S:36]1[CH:40]=[CH:39][CH:38]=[C:37]1[CH2:41][C:42]1[NH:46][N:45]=[N:44][N:43]=1.C([O-])([O-])=O.[K+].[K+]. No catalyst specified. The product is [S:36]1[CH:40]=[CH:39][CH:38]=[C:37]1[CH2:41][C:42]1[N:43]([CH:11]2[CH2:16][CH2:15][N:14]([C:17]3[CH:22]=[CH:21][C:20]([N:23]4[CH2:27][C@H:26]([CH2:28][NH:29][C:30](=[O:32])[CH3:31])[O:25][C:24]4=[O:33])=[CH:19][C:18]=3[F:34])[CH2:13][CH2:12]2)[N:44]=[N:45][N:46]=1. The yield is 0.200. (4) The reactants are N[C:2]1[S:3][C:4]([CH2:7][N:8]2[CH2:12][CH2:11][CH2:10][C:9]2=[O:13])=[CH:5][N:6]=1.C(ON=O)CC(C)C. The catalyst is C1COCC1. The product is [S:3]1[C:4]([CH2:7][N:8]2[CH2:12][CH2:11][CH2:10][C:9]2=[O:13])=[CH:5][N:6]=[CH:2]1. The yield is 0.310. (5) The reactants are [CH2:1]([O:8][C:9]1[CH:18]=[C:17]([O:19][CH2:20][C:21]2[CH:26]=[CH:25][CH:24]=[CH:23][CH:22]=2)[C:16]([C:27]([CH3:29])=[CH2:28])=[CH:15][C:10]=1[C:11]([O:13]C)=[O:12])[C:2]1[CH:7]=[CH:6][CH:5]=[CH:4][CH:3]=1.[OH-].[K+]. The catalyst is CO.O. The product is [CH2:1]([O:8][C:9]1[CH:18]=[C:17]([O:19][CH2:20][C:21]2[CH:26]=[CH:25][CH:24]=[CH:23][CH:22]=2)[C:16]([C:27]([CH3:29])=[CH2:28])=[CH:15][C:10]=1[C:11]([OH:13])=[O:12])[C:2]1[CH:3]=[CH:4][CH:5]=[CH:6][CH:7]=1. The yield is 0.890. (6) The reactants are [CH3:1][P:2](=[O:7])([O:5][CH3:6])[O:3][CH3:4].[Li]CCCC.[O:13]1[CH2:18][CH2:17][CH:16]([C:19](OCC)=[O:20])[CH2:15][CH2:14]1. The catalyst is C1COCC1. The product is [O:13]1[CH2:18][CH2:17][CH:16]([C:19](=[O:20])[CH2:1][P:2](=[O:7])([O:5][CH3:6])[O:3][CH3:4])[CH2:15][CH2:14]1. The yield is 0.780.